Dataset: Reaction yield outcomes from USPTO patents with 853,638 reactions. Task: Predict the reaction yield, written as a fraction of the theoretical maximum amount of product (1.0 means a 100% yield; for example, 0.34 means a 34% yield). (1) The reactants are [F:1][C:2]1[CH:3]=[C:4]([C:18]#[N:19])[C:5]([C:8]2[CH:13]=[C:12]([N+:14]([O-])=O)[CH:11]=[CH:10][C:9]=2[F:17])=[CH:6][CH:7]=1. The catalyst is C(O)C.C(OCC)(=O)C.[Pt](=O)=O. The product is [NH2:14][C:12]1[CH:11]=[CH:10][C:9]([F:17])=[C:8]([C:5]2[C:4]([C:18]#[N:19])=[CH:3][C:2]([F:1])=[CH:7][CH:6]=2)[CH:13]=1. The yield is 1.00. (2) The yield is 0.710. The reactants are Br[C:2]1[C:3]([NH2:9])=[N:4][CH:5]=[C:6]([Br:8])[N:7]=1.C(N(CC)CC)C.[CH3:17][Si:18]([C:21]#[CH:22])([CH3:20])[CH3:19]. The catalyst is CN(C=O)C.[Pd].[Cu]I. The product is [Br:8][C:6]1[N:7]=[C:2]([C:22]#[C:21][Si:18]([CH3:20])([CH3:19])[CH3:17])[C:3]([NH2:9])=[N:4][CH:5]=1. (3) The reactants are [N+:1]([C:4]1[CH:9]=[CH:8][C:7]([C:10]2[N:11]=[CH:12][NH:13][CH:14]=2)=[CH:6][CH:5]=1)([O-:3])=[O:2].[H-].[Na+].[CH3:17][Si:18]([CH2:21][CH2:22][O:23][CH2:24]Cl)([CH3:20])[CH3:19]. No catalyst specified. The product is [N+:1]([C:4]1[CH:5]=[CH:6][C:7]([C:10]2[N:11]([CH2:24][O:23][CH2:22][CH2:21][Si:18]([CH3:20])([CH3:19])[CH3:17])[CH:12]=[N:13][CH:14]=2)=[CH:8][CH:9]=1)([O-:3])=[O:2]. The yield is 0.650. (4) The reactants are [CH2:1]([N:3]1[CH2:11][C:10]2[C:5](=[N:6][CH:7]=[CH:8][CH:9]=2)[CH2:4]1)[CH3:2].O. The catalyst is COCCO.[Pd]. The product is [CH2:1]([N:3]1[CH2:11][CH:10]2[CH:5]([NH:6][CH2:7][CH2:8][CH2:9]2)[CH2:4]1)[CH3:2]. The yield is 0.700.